Dataset: Reaction yield outcomes from USPTO patents with 853,638 reactions. Task: Predict the reaction yield, written as a fraction of the theoretical maximum amount of product (1.0 means a 100% yield; for example, 0.34 means a 34% yield). The yield is 0.931. The product is [ClH:36].[ClH:36].[NH2:28][CH2:27][C:7]1[N:8]([CH2:23][CH:24]([CH3:25])[CH3:26])[C:9](=[O:22])[C:10]2[C:15]([C:6]=1[O:5][CH2:1][CH2:2][CH2:3][CH3:4])=[CH:14][C:13]([C:16]1[CH:21]=[CH:20][CH:19]=[CH:18][N:17]=1)=[CH:12][CH:11]=2. The reactants are [CH2:1]([O:5][C:6]1[C:15]2[C:10](=[CH:11][CH:12]=[C:13]([C:16]3[CH:21]=[CH:20][CH:19]=[CH:18][N:17]=3)[CH:14]=2)[C:9](=[O:22])[N:8]([CH2:23][CH:24]([CH3:26])[CH3:25])[C:7]=1[CH2:27][NH:28]C(=O)OC(C)(C)C)[CH2:2][CH2:3][CH3:4].[ClH:36]. The catalyst is C(OCC)(=O)C.